Dataset: Reaction yield outcomes from USPTO patents with 853,638 reactions. Task: Predict the reaction yield, written as a fraction of the theoretical maximum amount of product (1.0 means a 100% yield; for example, 0.34 means a 34% yield). (1) The reactants are [F:1][C:2]1[CH:17]=[C:16]([CH:18]=O)[CH:15]=[CH:14][C:3]=1[O:4][C:5]1[CH:13]=[CH:12][C:8]([C:9]([NH2:11])=[O:10])=[CH:7][N:6]=1.[CH3:20][CH:21]([CH3:25])[CH2:22][CH2:23][NH2:24]. No catalyst specified. The product is [F:1][C:2]1[CH:17]=[C:16]([CH2:18][NH:24][CH2:23][CH2:22][CH:21]([CH3:25])[CH3:20])[CH:15]=[CH:14][C:3]=1[O:4][C:5]1[CH:13]=[CH:12][C:8]([C:9]([NH2:11])=[O:10])=[CH:7][N:6]=1. The yield is 0.990. (2) The reactants are [CH:1](OCC)(OCC)OCC.Cl.[NH2:12][C:13]1[CH:14]=[C:15]([CH:20]=[C:21]([OH:24])[C:22]=1[OH:23])[C:16]([O:18][CH3:19])=[O:17]. The catalyst is CCCCCC. The product is [OH:24][C:21]1[C:22]2[O:23][CH:1]=[N:12][C:13]=2[CH:14]=[C:15]([C:16]([O:18][CH3:19])=[O:17])[CH:20]=1. The yield is 0.770. (3) The reactants are [NH2:1][C:2]1[CH:10]=[C:9]2[C:5]([CH2:6][C:7](=[O:11])[NH:8]2)=[CH:4][C:3]=1[F:12].[F:13][C:14]1[CH:21]=[CH:20][C:17]([CH:18]=O)=[CH:16][CH:15]=1.[BH4-].[Na+].O. The catalyst is C(O)C. The product is [F:12][C:3]1[CH:4]=[C:5]2[C:9](=[CH:10][C:2]=1[NH:1][CH2:18][C:17]1[CH:20]=[CH:21][C:14]([F:13])=[CH:15][CH:16]=1)[NH:8][C:7](=[O:11])[CH2:6]2. The yield is 0.450. (4) The reactants are [ClH:1].[C:2]([O:5][C@H:6]1[C@H:10]([O:11][C:12](=[O:14])[CH3:13])[C@H:9]([C:15]2[CH:20]=[CH:19][C:18]([NH:21]C(OC(C)(C)C)=O)=[CH:17][CH:16]=2)[N:8]([C:29]2[CH:34]=[CH:33][C:32]([F:35])=[CH:31][CH:30]=2)[C@H:7]1[C:36]1[CH:41]=[CH:40][C:39]([NH:42]C(OC(C)(C)C)=O)=[CH:38][CH:37]=1)(=[O:4])[CH3:3].CCOCC. The catalyst is O1CCOCC1. The product is [ClH:1].[ClH:1].[C:12]([O:11][C@H:10]1[C@H:6]([O:5][C:2](=[O:4])[CH3:3])[C@H:7]([C:36]2[CH:37]=[CH:38][C:39]([NH2:42])=[CH:40][CH:41]=2)[N:8]([C:29]2[CH:34]=[CH:33][C:32]([F:35])=[CH:31][CH:30]=2)[C@H:9]1[C:15]1[CH:16]=[CH:17][C:18]([NH2:21])=[CH:19][CH:20]=1)(=[O:14])[CH3:13]. The yield is 0.840. (5) The reactants are [Br:1][C:2]1[CH:3]=[C:4](I)[CH:5]=[CH:6][CH:7]=1.[C:9]1([C:15]2[CH:33]=[C:32](B(O)O)[C:18]3[O:19][C:20]4[CH:25]=[CH:24][C:23]([C:26]5[CH:31]=[CH:30][CH:29]=[CH:28][CH:27]=5)=[CH:22][C:21]=4[C:17]=3[CH:16]=2)[CH:14]=[CH:13][CH:12]=[CH:11][CH:10]=1.C(=O)([O-])[O-].[Na+].[Na+]. The catalyst is C1(C)C=CC=CC=1.C1C=CC([P]([Pd]([P](C2C=CC=CC=2)(C2C=CC=CC=2)C2C=CC=CC=2)([P](C2C=CC=CC=2)(C2C=CC=CC=2)C2C=CC=CC=2)[P](C2C=CC=CC=2)(C2C=CC=CC=2)C2C=CC=CC=2)(C2C=CC=CC=2)C2C=CC=CC=2)=CC=1. The product is [Br:1][C:2]1[CH:3]=[C:4]([C:25]2[C:20]3[O:19][C:18]4[CH:32]=[CH:33][C:15]([C:9]5[CH:14]=[CH:13][CH:12]=[CH:11][CH:10]=5)=[CH:16][C:17]=4[C:21]=3[CH:22]=[C:23]([C:26]3[CH:27]=[CH:28][CH:29]=[CH:30][CH:31]=3)[CH:24]=2)[CH:5]=[CH:6][CH:7]=1. The yield is 0.440. (6) The reactants are [F:1][C:2]1[CH:7]=[C:6]([N:8]2[CH2:13][CH2:12][O:11][CH2:10][CH2:9]2)[C:5]([F:14])=[CH:4][C:3]=1[N:15]1[CH:20]=[C:19]([O:21][CH3:22])[C:18](=[O:23])[C:17]([C:24](O)=[O:25])=[N:16]1.C1C=C[C:30]2[N:35]([OH:36])N=NC=2C=1.[CH2:37](N(CC)CC)C.CCN=C=NCCCN(C)C. The catalyst is CN(C=O)C.CCOC(C)=O. The product is [F:1][C:2]1[CH:7]=[C:6]([N:8]2[CH2:9][CH2:10][O:11][CH2:12][CH2:13]2)[C:5]([F:14])=[CH:4][C:3]=1[N:15]1[CH:20]=[C:19]([O:21][CH3:22])[C:18](=[O:23])[C:17]([C:24]([N:35]([O:36][CH3:37])[CH3:30])=[O:25])=[N:16]1. The yield is 0.580.